This data is from Forward reaction prediction with 1.9M reactions from USPTO patents (1976-2016). The task is: Predict the product of the given reaction. (1) Given the reactants [N:1]1[C:10]2[C:5](=[CH:6][C:7]([C:11]([OH:13])=O)=[CH:8][CH:9]=2)[CH:4]=[CH:3][CH:2]=1.C(N(CC)CC)C.O.ON1C2C=CC=CC=2N=N1.Cl.CN(C)CCCN=C=NCC.[NH2:44][CH2:45][CH2:46][CH2:47][CH2:48][OH:49], predict the reaction product. The product is: [OH:49][CH2:48][CH2:47][CH2:46][CH2:45][NH:44][C:11]([C:7]1[CH:6]=[C:5]2[C:10](=[CH:9][CH:8]=1)[N:1]=[CH:2][CH:3]=[CH:4]2)=[O:13]. (2) Given the reactants [Cl:1][C:2]1[CH:19]=[C:18]([NH:20][C:21]2[CH:26]=[CH:25][C:24]([F:27])=[CH:23][C:22]=2[F:28])[CH:17]=[CH:16][C:3]=1[C:4]([C:6]1[CH:7]=[C:8]([CH:12]=[CH:13][C:14]=1[CH3:15])[C:9](O)=[O:10])=[O:5].CC(C)C([SiH2][O:35][NH2:36])(C)C, predict the reaction product. The product is: [Cl:1][C:2]1[CH:19]=[C:18]([NH:20][C:21]2[CH:26]=[CH:25][C:24]([F:27])=[CH:23][C:22]=2[F:28])[CH:17]=[CH:16][C:3]=1[C:4]([C:6]1[CH:7]=[C:8]([CH:12]=[CH:13][C:14]=1[CH3:15])[C:9]([NH:36][OH:35])=[O:10])=[O:5]. (3) Given the reactants Cl[C:2]1[C:3]2[S:10][CH:9]=[CH:8][C:4]=2[N:5]=[CH:6][N:7]=1.[NH2:11][C:12]1[CH:24]=[CH:23][C:15]([CH:16]=[CH:17][C:18]([O:20][CH2:21][CH3:22])=[O:19])=[CH:14][CH:13]=1, predict the reaction product. The product is: [CH2:21]([O:20][C:18](=[O:19])[CH:17]=[CH:16][C:15]1[CH:14]=[CH:13][C:12]([NH:11][C:2]2[C:3]3[S:10][CH:9]=[CH:8][C:4]=3[N:5]=[CH:6][N:7]=2)=[CH:24][CH:23]=1)[CH3:22]. (4) Given the reactants [Cl:1][C:2]1[CH:7]=[C:6]([C:8]([F:11])([F:10])[F:9])[N:5]=[C:4]([C:12]2[CH:17]=[CH:16][N:15]=[CH:14][CH:13]=2)[N:3]=1.[Cl:18][C:19]1[C:25]([O:26][CH3:27])=[CH:24][C:22]([NH2:23])=[C:21]([O:28][CH3:29])[CH:20]=1, predict the reaction product. The product is: [ClH:1].[Cl:18][C:19]1[C:25]([O:26][CH3:27])=[CH:24][C:22]([NH:23][C:2]2[CH:7]=[C:6]([C:8]([F:11])([F:10])[F:9])[N:5]=[C:4]([C:12]3[CH:17]=[CH:16][N:15]=[CH:14][CH:13]=3)[N:3]=2)=[C:21]([O:28][CH3:29])[CH:20]=1. (5) Given the reactants C1(N([C@H]2CC[C@H](CC)CC2)[C:7](=[O:19])[NH:8][C:9]2[S:10][C:11]([S:14][CH2:15][C:16](O)=O)=[CH:12][N:13]=2)CCCC1.[CH:28]1([NH:34][CH:35]2[CH2:40][CH2:39][CH:38]([C:41]3[CH:46]=[CH:45][CH:44]=[CH:43][CH:42]=3)[CH2:37][CH2:36]2)[CH2:33][CH2:32][CH2:31][CH2:30][CH2:29]1.C([O:49][C:50](=[O:60])CCSC1SC(N)=NC=1)C, predict the reaction product. The product is: [CH:28]1([N:34]([C@H:35]2[CH2:36][CH2:37][C@H:38]([C:41]3[CH:42]=[CH:43][CH:44]=[CH:45][CH:46]=3)[CH2:39][CH2:40]2)[C:7](=[O:19])[NH:8][C:9]2[S:10][C:11]([S:14][CH2:15][CH2:16][C:50]([OH:60])=[O:49])=[CH:12][N:13]=2)[CH2:29][CH2:30][CH2:31][CH2:32][CH2:33]1. (6) Given the reactants [C:1]([O:4][C:5](=[O:7])[CH3:6])(=O)[CH3:2].OCC[N:11]([CH2:18][CH2:19][C:20]([O:22][CH3:23])=[O:21])[CH2:12][CH2:13][C:14]([O:16][CH3:17])=[O:15].C(N(CC)CC)C.C1COCC1, predict the reaction product. The product is: [C:5]([O:4][CH2:1][CH2:2][N:11]([CH2:12][CH2:13][C:14]([O:16][CH3:17])=[O:15])[CH2:18][CH2:19][C:20]([O:22][CH3:23])=[O:21])(=[O:7])[CH3:6]. (7) Given the reactants [F:1][C:2]1[CH:7]=[C:6]([F:8])[C:5]([C:9]2[CH:20]=[N:19][C:12]3[N:13]=[C:14]([NH:17][CH3:18])[N:15]=[CH:16][C:11]=3[CH:10]=2)=[CH:4][C:3]=1[NH:21][C:22]([NH:24][CH2:25][CH2:26][C:27]([CH3:30])([CH3:29])[CH3:28])=[O:23].[CH3:31][S:32]([OH:35])(=[O:34])=[O:33], predict the reaction product. The product is: [CH3:31][S:32]([OH:35])(=[O:34])=[O:33].[F:1][C:2]1[CH:7]=[C:6]([F:8])[C:5]([C:9]2[CH:20]=[N:19][C:12]3[N:13]=[C:14]([NH:17][CH3:18])[N:15]=[CH:16][C:11]=3[CH:10]=2)=[CH:4][C:3]=1[NH:21][C:22]([NH:24][CH2:25][CH2:26][C:27]([CH3:30])([CH3:29])[CH3:28])=[O:23]. (8) The product is: [CH3:1][O:2][C:3]([C:5]1[CH:6]=[C:7]([C:12]2[CH:17]=[CH:16][C:15]([CH3:18])=[CH:14][CH:13]=2)[CH:8]=[C:9]([C:35](=[O:36])[NH:21][CH2:19][CH3:20])[CH:10]=1)=[O:4]. Given the reactants [CH3:1][O:2][C:3]([C:5]1[CH:6]=[C:7]([C:12]2[CH:17]=[CH:16][C:15]([CH3:18])=[CH:14][CH:13]=2)[CH:8]=[C:9](I)[CH:10]=1)=[O:4].[CH2:19]([NH2:21])[CH3:20].C1CCN2C(=NCCC2)CC1.C1C[O:36][CH2:35]C1, predict the reaction product. (9) The product is: [C:24]([NH:1][C:2]1[CH:3]=[C:4]2[C:8](=[CH:9][CH:10]=1)[NH:7][CH:6]=[C:5]2[CH2:11][CH2:12][N:13]1[C:14](=[O:23])[C:15]2[C:20](=[CH:19][CH:18]=[CH:17][CH:16]=2)[C:21]1=[O:22])(=[O:31])[C:25]1[CH:30]=[CH:29][CH:28]=[CH:27][CH:26]=1. Given the reactants [NH2:1][C:2]1[CH:3]=[C:4]2[C:8](=[CH:9][CH:10]=1)[NH:7][CH:6]=[C:5]2[CH2:11][CH2:12][N:13]1[C:21](=[O:22])[C:20]2[C:15](=[CH:16][CH:17]=[CH:18][CH:19]=2)[C:14]1=[O:23].[C:24](Cl)(=[O:31])[C:25]1[CH:30]=[CH:29][CH:28]=[CH:27][CH:26]=1, predict the reaction product.